Predict the product of the given reaction. From a dataset of Forward reaction prediction with 1.9M reactions from USPTO patents (1976-2016). (1) Given the reactants [C:1]([O:5][C:6]([NH:8][C:9]1[CH:14]=[CH:13][CH:12]=[CH:11][C:10]=1[NH:15][C:16]([C:18]1[CH:23]=[CH:22][C:21]([CH:24]=[CH:25][C:26]([OH:28])=O)=[CH:20][CH:19]=1)=[O:17])=[O:7])([CH3:4])([CH3:3])[CH3:2].CCN(CC)CC.CN([P+](ON1N=NC2C=CC=CC1=2)(N(C)C)N(C)C)C.F[P-](F)(F)(F)(F)F.[NH2:63][CH2:64][CH2:65][C:66]1[CH:67]=[N:68][CH:69]=[CH:70][CH:71]=1.[NH4+].[Cl-], predict the reaction product. The product is: [N:68]1[CH:69]=[CH:70][CH:71]=[C:66]([CH2:65][CH2:64][NH:63][C:26]([CH:25]=[CH:24][C:21]2[CH:20]=[CH:19][C:18]([C:16]([NH:15][C:10]3[CH:11]=[CH:12][CH:13]=[CH:14][C:9]=3[NH:8][C:6](=[O:7])[O:5][C:1]([CH3:2])([CH3:4])[CH3:3])=[O:17])=[CH:23][CH:22]=2)=[O:28])[CH:67]=1. (2) Given the reactants B.C1COCC1.[CH3:7][O:8][C:9]1[CH:30]=[CH:29][C:12]([CH2:13][N:14]2[CH:19]=[C:18]([C:20](O)=[O:21])[C:17]([C:23]([O:25][CH3:26])=[O:24])=[C:16]([Cl:27])[C:15]2=[O:28])=[CH:11][CH:10]=1, predict the reaction product. The product is: [CH3:7][O:8][C:9]1[CH:30]=[CH:29][C:12]([CH2:13][N:14]2[CH:19]=[C:18]([CH2:20][OH:21])[C:17]([C:23]([O:25][CH3:26])=[O:24])=[C:16]([Cl:27])[C:15]2=[O:28])=[CH:11][CH:10]=1. (3) Given the reactants [F:1][C:2]1[CH:7]=[CH:6][C:5]([CH2:8][C:9]([OH:11])=O)=[CH:4][CH:3]=1.[CH3:12][C:13]1(C)[O:20][C:18](=O)[CH2:17][C:15](=O)[O:14]1.C1CCC(N=C=NC2CCCCC2)CC1.C(O)C=C, predict the reaction product. The product is: [F:1][C:2]1[CH:3]=[CH:4][C:5]([CH2:8][C:9](=[O:11])[CH2:12][C:13]([O:14][CH2:15][CH:17]=[CH2:18])=[O:20])=[CH:6][CH:7]=1. (4) Given the reactants [C:1]([C:5]1[CH:10]=[C:9](Cl)[N:8]=[CH:7][N:6]=1)([CH3:4])([CH3:3])[CH3:2].[CH3:12][C:13]1[CH:14]=[C:15](B(O)O)[CH:16]=[C:17]([CH3:19])[CH:18]=1.C(=O)([O-])[O-].[Na+].[Na+].O, predict the reaction product. The product is: [C:1]([C:5]1[CH:10]=[C:9]([C:15]2[CH:16]=[C:17]([CH3:19])[CH:18]=[C:13]([CH3:12])[CH:14]=2)[N:8]=[CH:7][N:6]=1)([CH3:4])([CH3:3])[CH3:2]. (5) Given the reactants [C:1]([O:14][CH2:15][C:16]1[CH:21]=[CH:20][CH:19]=[CH:18][CH:17]=1)(=[O:13])[CH2:2][C:3]([O:5][CH2:6][C:7]1[CH:12]=[CH:11][CH:10]=[CH:9][CH:8]=1)=[O:4].[Br:22]Br, predict the reaction product. The product is: [CH2:6]([O:5][C:3](=[O:4])[CH:2]([Br:22])[C:1]([O:14][CH2:15][C:16]1[CH:17]=[CH:18][CH:19]=[CH:20][CH:21]=1)=[O:13])[C:7]1[CH:12]=[CH:11][CH:10]=[CH:9][CH:8]=1. (6) Given the reactants C([O:3][CH:4](OCC)[C:5]1[N:10]=[C:9]([S:11][CH2:12][C:13]2[CH:18]=[CH:17][CH:16]=[CH:15][CH:14]=2)[N:8]=[C:7]([NH:19][C:20]2[S:21][C:22]3[C:27]([N:28]=2)=[CH:26][CH:25]=[CH:24][N:23]=3)[CH:6]=1)C.Cl, predict the reaction product. The product is: [C:13]1([CH2:12][S:11][C:9]2[N:10]=[C:5]([CH:4]=[O:3])[CH:6]=[C:7]([NH:19][C:20]3[S:21][C:22]4[C:27]([N:28]=3)=[CH:26][CH:25]=[CH:24][N:23]=4)[N:8]=2)[CH:14]=[CH:15][CH:16]=[CH:17][CH:18]=1. (7) Given the reactants [C:1]([C:3]1[CH:8]=[CH:7][C:6]([NH:9][C@H:10]([C@H:14]([OH:16])[CH3:15])[C:11]([OH:13])=O)=[CH:5][C:4]=1[C:17]([F:20])([F:19])[F:18])#[N:2].[C:21]([C:23]1[CH:32]=[CH:31][C:26]([C:27]([NH:29][NH2:30])=[O:28])=[CH:25][CH:24]=1)#[N:22].O.ON1C2C=CC=CC=2N=N1.Cl.CN(C)CCCN=C=NCC.C(N(CC)CC)C, predict the reaction product. The product is: [C:21]([C:23]1[CH:24]=[CH:25][C:26]([C:27]([NH:29][NH:30][C:11](=[O:13])[C@H:10]([NH:9][C:6]2[CH:7]=[CH:8][C:3]([C:1]#[N:2])=[C:4]([C:17]([F:20])([F:19])[F:18])[CH:5]=2)[C@H:14]([OH:16])[CH3:15])=[O:28])=[CH:31][CH:32]=1)#[N:22]. (8) Given the reactants [CH2:1]([N:5]1[C:9](=[O:10])[C:8](Cl)=[C:7]([C:12]2[CH:17]=[CH:16][CH:15]=[CH:14][CH:13]=2)[S:6]1(=[O:19])=[O:18])[CH2:2][CH2:3][CH3:4].Cl.O[C:22]1[CH:28]=[CH:27][C:25]([NH2:26])=[CH:24][CH:23]=1.CN(C=[O:33])C, predict the reaction product. The product is: [CH2:1]([N:5]1[C:9](=[O:10])[C:8]([NH:26][C:25]2[CH:27]=[CH:28][CH:22]=[CH:23][C:24]=2[OH:33])=[C:7]([C:12]2[CH:17]=[CH:16][CH:15]=[CH:14][CH:13]=2)[S:6]1(=[O:19])=[O:18])[CH2:2][CH2:3][CH3:4]. (9) Given the reactants [C:1]1([CH2:14][O:15][C:16]([NH:18][C@H:19]([C:61]([OH:63])=[O:62])[CH2:20][S:21][CH2:22][CH:23]([O:43][C:44](=[O:60])[CH2:45][CH2:46][CH2:47][CH2:48][CH2:49][CH2:50][CH2:51][CH2:52][CH2:53][CH2:54][CH2:55][CH2:56][CH2:57][CH2:58][CH3:59])[CH2:24][O:25][C:26](=[O:42])[CH2:27][CH2:28][CH2:29][CH2:30][CH2:31][CH2:32][CH2:33][CH2:34][CH2:35][CH2:36][CH2:37][CH2:38][CH2:39][CH2:40][CH3:41])=[O:17])[C:13]2[CH2:12][C:11]3[C:6](=[CH:7][CH:8]=[CH:9][CH:10]=3)[C:5]=2[CH:4]=[CH:3][CH:2]=1.C(OC(=O)[C@H](CSC[C@H](OC(=O)CCCCCCCCCCCCCCC)COC(=O)CCCCCCCCCCCCCCC)NC(OCC1C2CC3C(=CC=CC=3)C=2C=CC=1)=O)(C)(C)C, predict the reaction product. The product is: [C:1]1([CH2:14][O:15][C:16]([NH:18][C@H:19]([C:61]([OH:63])=[O:62])[CH2:20][S:21][CH2:22][C@H:23]([O:43][C:44](=[O:60])[CH2:45][CH2:46][CH2:47][CH2:48][CH2:49][CH2:50][CH2:51][CH2:52][CH2:53][CH2:54][CH2:55][CH2:56][CH2:57][CH2:58][CH3:59])[CH2:24][O:25][C:26](=[O:42])[CH2:27][CH2:28][CH2:29][CH2:30][CH2:31][CH2:32][CH2:33][CH2:34][CH2:35][CH2:36][CH2:37][CH2:38][CH2:39][CH2:40][CH3:41])=[O:17])[C:13]2[CH2:12][C:11]3[C:6](=[CH:7][CH:8]=[CH:9][CH:10]=3)[C:5]=2[CH:4]=[CH:3][CH:2]=1.